Dataset: Full USPTO retrosynthesis dataset with 1.9M reactions from patents (1976-2016). Task: Predict the reactants needed to synthesize the given product. (1) Given the product [O:56]=[S:52]1(=[O:55])[CH2:53][CH2:54][N:49]([CH2:48][CH2:47][NH:46][C@:13]23[CH2:12][CH2:11][C@@H:10]([C:7](=[O:9])[CH2:8][O:58][S:57]([OH:60])=[O:59])[C@@H:14]2[C@@H:15]2[C@@:28]([CH3:31])([CH2:29][CH2:30]3)[C@@:27]3([CH3:32])[C@@H:18]([C@:19]4([CH3:45])[C@@H:24]([CH2:25][CH2:26]3)[C:23]([CH3:34])([CH3:33])[C:22]([C:35]3[CH:44]=[CH:43][C:38]([C:39]([OH:41])=[O:40])=[CH:37][CH:36]=3)=[CH:21][CH2:20]4)[CH2:17][CH2:16]2)[CH2:50][CH2:51]1, predict the reactants needed to synthesize it. The reactants are: [OH-].[Na+].BrBr.Br[O-].[C:7]([C@H:10]1[C@@H:14]2[C@@H:15]3[C@@:28]([CH3:31])([CH2:29][CH2:30][C@@:13]2([NH:46][CH2:47][CH2:48][N:49]2[CH2:54][CH2:53][S:52](=[O:56])(=[O:55])[CH2:51][CH2:50]2)[CH2:12][CH2:11]1)[C@@:27]1([CH3:32])[C@@H:18]([C@:19]2([CH3:45])[C@@H:24]([CH2:25][CH2:26]1)[C:23]([CH3:34])([CH3:33])[C:22]([C:35]1[CH:44]=[CH:43][C:38]([C:39]([O:41]C)=[O:40])=[CH:37][CH:36]=1)=[CH:21][CH2:20]2)[CH2:17][CH2:16]3)(=[O:9])[CH3:8].[S:57]([O-:60])([O-:59])=[O:58].[Na+].[Na+]. (2) Given the product [CH3:18][C:17]1([CH3:19])[CH2:16][O:15][C:14](=[O:20])[N:13]1[C:11]1[S:10][N:9]=[C:8]([C:5]2[CH:6]=[CH:7][C:2]([C:21]#[N:22])=[CH:3][CH:4]=2)[N:12]=1, predict the reactants needed to synthesize it. The reactants are: Br[C:2]1[CH:7]=[CH:6][C:5]([C:8]2[N:12]=[C:11]([N:13]3[C:17]([CH3:19])([CH3:18])[CH2:16][O:15][C:14]3=[O:20])[S:10][N:9]=2)=[CH:4][CH:3]=1.[CH3:21][N:22](C)C=O. (3) The reactants are: [N:1]1([CH2:7][CH2:8][NH:9][C:10]2[CH:15]=[CH:14][C:13]([N+:16]([O-])=O)=[CH:12][CH:11]=2)[CH2:6][CH2:5][O:4][CH2:3][CH2:2]1.O.NN. Given the product [N:1]1([CH2:7][CH2:8][NH:9][C:10]2[CH:15]=[CH:14][C:13]([NH2:16])=[CH:12][CH:11]=2)[CH2:6][CH2:5][O:4][CH2:3][CH2:2]1, predict the reactants needed to synthesize it. (4) Given the product [S:21]1[CH:22]=[CH:23][N:24]=[C:20]1[NH:19][C:17]([C:16]1[C:10]2[N:9]=[C:8]([C:5]3[CH:4]=[CH:3][C:2]([N:28]4[CH2:27][CH2:26][N:25]([C:31]([O:33][C:34]([CH3:37])([CH3:36])[CH3:35])=[O:32])[CH2:30][CH2:29]4)=[N:7][CH:6]=3)[NH:12][C:11]=2[CH:13]=[CH:14][CH:15]=1)=[O:18], predict the reactants needed to synthesize it. The reactants are: Cl[C:2]1[N:7]=[CH:6][C:5]([C:8]2[NH:12][C:11]3[CH:13]=[CH:14][CH:15]=[C:16]([C:17]([NH:19][C:20]4[S:21][CH:22]=[CH:23][N:24]=4)=[O:18])[C:10]=3[N:9]=2)=[CH:4][CH:3]=1.[N:25]1([C:31]([O:33][C:34]([CH3:37])([CH3:36])[CH3:35])=[O:32])[CH2:30][CH2:29][NH:28][CH2:27][CH2:26]1. (5) Given the product [F:8][C:7]1[C:2]([NH:11][NH2:12])=[N:3][C:4]([F:9])=[CH:5][CH:6]=1, predict the reactants needed to synthesize it. The reactants are: F[C:2]1[C:7]([F:8])=[CH:6][CH:5]=[C:4]([F:9])[N:3]=1.O.[NH2:11][NH2:12]. (6) The reactants are: [O:1]=[C:2]1[O:6][CH2:5][C@@H:4]([NH:7][C:8](=[O:17])[O:9][CH2:10][C:11]2[CH:16]=[CH:15][CH:14]=[CH:13][CH:12]=2)[CH2:3]1.CC(C)=[O:20].C([O-])([O-])=O.[Cs+].[Cs+]. Given the product [OH:20][CH2:5][C@@H:4]([NH:7][C:8]([O:9][CH2:10][C:11]1[CH:16]=[CH:15][CH:14]=[CH:13][CH:12]=1)=[O:17])[CH2:3][C:2]([OH:6])=[O:1], predict the reactants needed to synthesize it. (7) Given the product [CH2:24]([O:23][C@H:13]1[C@@H:14]([O:15][CH2:16][C:17]2[CH:22]=[CH:21][CH:20]=[CH:19][CH:18]=2)[C@H:9]([O:8][CH2:1][C:2]2[CH:7]=[CH:6][CH:5]=[CH:4][CH:3]=2)[C@@H:10]([CH2:33][O:34][CH2:35][C:36]2[CH:41]=[CH:40][CH:39]=[CH:38][CH:37]=2)[O:11][C@@H:12]1[CH2:31][P:42](=[O:49])([O:46][CH2:47][CH3:48])[O:43][CH2:44][CH3:45])[C:25]1[CH:30]=[CH:29][CH:28]=[CH:27][CH:26]=1, predict the reactants needed to synthesize it. The reactants are: [CH2:1]([O:8][C@H:9]1[C@H:14]([O:15][CH2:16][C:17]2[CH:22]=[CH:21][CH:20]=[CH:19][CH:18]=2)[C@H:13]([O:23][CH2:24][C:25]2[CH:30]=[CH:29][CH:28]=[CH:27][CH:26]=2)[C@@H:12]([CH2:31]I)[O:11][C@@H:10]1[CH2:33][O:34][CH2:35][C:36]1[CH:41]=[CH:40][CH:39]=[CH:38][CH:37]=1)[C:2]1[CH:7]=[CH:6][CH:5]=[CH:4][CH:3]=1.[P:42]([O:49]CC)([O:46][CH2:47][CH3:48])[O:43][CH2:44][CH3:45]. (8) Given the product [F:19][C:20]([F:24])([F:23])[CH2:21][S:22][C:2]1[CH:9]=[C:8]([C:10]2[C:14]([C:15]([F:18])([F:17])[F:16])=[CH:13][NH:12][N:11]=2)[CH:7]=[CH:6][C:3]=1[C:4]#[N:5], predict the reactants needed to synthesize it. The reactants are: Cl[C:2]1[CH:9]=[C:8]([C:10]2[C:14]([C:15]([F:18])([F:17])[F:16])=[CH:13][NH:12][N:11]=2)[CH:7]=[CH:6][C:3]=1[C:4]#[N:5].[F:19][C:20]([F:24])([F:23])[CH2:21][SH:22].C(=O)([O-])[O-].[K+].[K+].O.